This data is from TCR-epitope binding with 47,182 pairs between 192 epitopes and 23,139 TCRs. The task is: Binary Classification. Given a T-cell receptor sequence (or CDR3 region) and an epitope sequence, predict whether binding occurs between them. (1) The epitope is LLWNGPMAV. The TCR CDR3 sequence is CASSVATEGYEQYF. Result: 1 (the TCR binds to the epitope). (2) The epitope is TVYDPLQPELDSFK. The TCR CDR3 sequence is CASSRDTVYNQPQHF. Result: 0 (the TCR does not bind to the epitope). (3) The epitope is RISNCVADY. The TCR CDR3 sequence is CASSLEGRQLDEQYF. Result: 0 (the TCR does not bind to the epitope). (4) The epitope is SSTFNVPMEKLK. The TCR CDR3 sequence is CASSQNTGELFF. Result: 0 (the TCR does not bind to the epitope). (5) The TCR CDR3 sequence is CSIVGNTEAFF. Result: 1 (the TCR binds to the epitope). The epitope is GMFNMLSTVLGVS. (6) The epitope is KLGGALQAK. The TCR CDR3 sequence is CASSLGGRGVTDTQYF. Result: 1 (the TCR binds to the epitope). (7) The epitope is YYRRATRRIR. The TCR CDR3 sequence is CSVGDSLIEPQHF. Result: 0 (the TCR does not bind to the epitope). (8) The epitope is FIAGLIAIV. The TCR CDR3 sequence is CASSPYRGTDTQYF. Result: 1 (the TCR binds to the epitope). (9) The epitope is RLRAEAQVK. The TCR CDR3 sequence is CASSVAQLAGGTDTQYF. Result: 0 (the TCR does not bind to the epitope). (10) The epitope is KAFSPEVIPMF. The TCR CDR3 sequence is CASSYMLQTFNTEAFF. Result: 0 (the TCR does not bind to the epitope).